Dataset: Full USPTO retrosynthesis dataset with 1.9M reactions from patents (1976-2016). Task: Predict the reactants needed to synthesize the given product. (1) Given the product [CH2:5]([O:6][C:7](=[O:28])[CH2:8][CH2:9][CH2:10][O:11][C:12]1[C:13]2[B:20]([OH:21])[O:25][CH:24]([CH2:1][N+:2]([O-:4])=[O:3])[C:14]=2[CH:15]=[CH:16][CH:17]=1)[CH3:32], predict the reactants needed to synthesize it. The reactants are: [CH3:1][N+:2]([O-:4])=[O:3].[CH3:5][O:6][C:7](=[O:28])[CH2:8][CH2:9][CH2:10][O:11][C:12]1[CH:17]=[CH:16][CH:15]=[C:14](C=O)[C:13]=1[B:20]1[O:25][CH2:24]C(C)(C)C[O:21]1.[OH-].[Na+].Cl.[CH3:32]C#N. (2) The reactants are: [NH2:1][C:2]1[N:7]=[CH:6][C:5]([N:8]2[CH2:13][CH2:12][N:11]([C:14]([C:16]3[CH:21]=[CH:20][CH:19]=[CH:18][C:17]=3[C:22]([F:25])([F:24])[F:23])=[O:15])[CH2:10][CH2:9]2)=[CH:4][CH:3]=1.C(N([CH:32]([CH3:34])[CH3:33])CC)(C)C.O.[OH:36]N1C2C=CC=CC=2N=N1.CCN=C=NCCCN(C)C.[C:57]1([CH2:63]CCN)[CH:62]=[CH:61][CH:60]=[CH:59][CH:58]=1. Given the product [C:57]1([CH2:63][CH2:34][CH2:32][C:33]([NH:1][C:2]2[CH:3]=[CH:4][C:5]([N:8]3[CH2:9][CH2:10][N:11]([C:14](=[O:15])[C:16]4[CH:21]=[CH:20][CH:19]=[CH:18][C:17]=4[C:22]([F:25])([F:24])[F:23])[CH2:12][CH2:13]3)=[CH:6][N:7]=2)=[O:36])[CH:62]=[CH:61][CH:60]=[CH:59][CH:58]=1, predict the reactants needed to synthesize it. (3) Given the product [F:18][C:13]1[C:12]([C:10]2[C:9]3[CH2:8][CH2:7][CH2:6][CH2:5][C:4]=3[N:3]=[C:2]([O:27][CH2:26][C:24]3[CH:23]=[CH:22][CH:21]=[C:20]([F:19])[N:25]=3)[CH:11]=2)=[CH:17][CH:16]=[CH:15][N:14]=1, predict the reactants needed to synthesize it. The reactants are: Cl[C:2]1[CH:11]=[C:10]([C:12]2[C:13]([F:18])=[N:14][CH:15]=[CH:16][CH:17]=2)[C:9]2[CH2:8][CH2:7][CH2:6][CH2:5][C:4]=2[N:3]=1.[F:19][C:20]1[N:25]=[C:24]([CH2:26][OH:27])[CH:23]=[CH:22][CH:21]=1.C(Cl)(Cl)Cl.C(=O)([O-])[O-].[Cs+].[Cs+].